This data is from Reaction yield outcomes from USPTO patents with 853,638 reactions. The task is: Predict the reaction yield, written as a fraction of the theoretical maximum amount of product (1.0 means a 100% yield; for example, 0.34 means a 34% yield). (1) The reactants are [Br:1][C:2]1[CH:16]=[C:15](/[CH:17]=[CH:18]/[CH:19]([C:24]2[CH:29]=[C:28]([Cl:30])[C:27]([Cl:31])=[C:26]([Cl:32])[CH:25]=2)[C:20]([F:23])([F:22])[F:21])[CH:14]=[CH:13][C:3]=1[C:4]([NH:6][CH:7]1[CH2:12][CH2:11][NH:10][CH2:9][CH2:8]1)=[O:5].[O:33]1[CH2:36][C:35](=O)[CH2:34]1.C(O)(=O)C.[BH3-]C#N.[Na+]. The catalyst is CO.C(OCC)(=O)C. The product is [Br:1][C:2]1[CH:16]=[C:15](/[CH:17]=[CH:18]/[CH:19]([C:24]2[CH:25]=[C:26]([Cl:32])[C:27]([Cl:31])=[C:28]([Cl:30])[CH:29]=2)[C:20]([F:23])([F:21])[F:22])[CH:14]=[CH:13][C:3]=1[C:4]([NH:6][CH:7]1[CH2:12][CH2:11][N:10]([CH:35]2[CH2:36][O:33][CH2:34]2)[CH2:9][CH2:8]1)=[O:5]. The yield is 0.230. (2) The reactants are [F:1][C:2]1[CH:3]=[C:4]2[C:8](=[CH:9][CH:10]=1)[NH:7][C:6](=[O:11])[CH2:5]2.C[Si]([N-][Si](C)(C)C)(C)C.[Li+].[CH3:22][CH:23]1[O:27][C:26](=O)[C:25]2[S:29][CH:30]=[CH:31][C:24]1=2.Cl. The catalyst is C1COCC1. The product is [F:1][C:2]1[CH:3]=[C:4]2[C:8](=[CH:9][CH:10]=1)[NH:7][C:6](=[O:11])[C:5]2=[C:26]1[C:25]2[S:29][CH:30]=[CH:31][C:24]=2[CH:23]([CH3:22])[O:27]1. The yield is 0.870. (3) The reactants are [Cl:1][C:2]1[CH:7]=[CH:6][CH:5]=[C:4]([N+:8]([O-])=O)[C:3]=1[N:11]1[CH2:16][CH2:15][N:14]([CH2:17][CH2:18][CH2:19][N:20]2[C:28]3[CH2:27][CH2:26][N:25]([S:29]([CH3:32])(=[O:31])=[O:30])[CH2:24][C:23]=3[C:22]([C:33]3[CH:38]=[CH:37][C:36]([C:39]([F:42])([F:41])[F:40])=[CH:35][CH:34]=3)=[N:21]2)[CH2:13][CH2:12]1.C(O)(=O)C. The catalyst is CCO.[Zn]. The product is [Cl:1][C:2]1[C:3]([N:11]2[CH2:16][CH2:15][N:14]([CH2:17][CH2:18][CH2:19][N:20]3[C:28]4[CH2:27][CH2:26][N:25]([S:29]([CH3:32])(=[O:30])=[O:31])[CH2:24][C:23]=4[C:22]([C:33]4[CH:34]=[CH:35][C:36]([C:39]([F:40])([F:41])[F:42])=[CH:37][CH:38]=4)=[N:21]3)[CH2:13][CH2:12]2)=[C:4]([NH2:8])[CH:5]=[CH:6][CH:7]=1. The yield is 1.00. (4) The reactants are [NH2:1][C:2]1[CH:3]=[CH:4][C:5]([O:24][CH3:25])=[C:6]([CH:23]=1)[O:7][C:8]1[CH:9]=[CH:10][C:11]2[N:12]([CH:14]=[C:15]([NH:17][C:18]([CH:20]3[CH2:22][CH2:21]3)=[O:19])[N:16]=2)[N:13]=1.[C:26]([C:28]([C:31]1[CH:32]=[C:33]([CH:37]=[CH:38][CH:39]=1)[C:34](O)=[O:35])([CH3:30])[CH3:29])#[N:27].Cl.CN(C)CCCN=C=NCC.ON1C2C=CC=CC=2N=N1. The catalyst is CN(C)C=O. The product is [C:26]([C:28]([C:31]1[CH:32]=[C:33]([CH:37]=[CH:38][CH:39]=1)[C:34]([NH:1][C:2]1[CH:3]=[CH:4][C:5]([O:24][CH3:25])=[C:6]([O:7][C:8]2[CH:9]=[CH:10][C:11]3[N:12]([CH:14]=[C:15]([NH:17][C:18]([CH:20]4[CH2:21][CH2:22]4)=[O:19])[N:16]=3)[N:13]=2)[CH:23]=1)=[O:35])([CH3:30])[CH3:29])#[N:27]. The yield is 0.710.